From a dataset of Peptide-MHC class I binding affinity with 185,985 pairs from IEDB/IMGT. Regression. Given a peptide amino acid sequence and an MHC pseudo amino acid sequence, predict their binding affinity value. This is MHC class I binding data. (1) The peptide sequence is YLDNVGVHI. The MHC is HLA-B08:01 with pseudo-sequence HLA-B08:01. The binding affinity (normalized) is 0.213. (2) The peptide sequence is RSHIRKPPS. The MHC is HLA-B08:01 with pseudo-sequence HLA-B08:01. The binding affinity (normalized) is 0.250. (3) The peptide sequence is TIPTNIPTL. The MHC is HLA-B35:01 with pseudo-sequence HLA-B35:01. The binding affinity (normalized) is 0.414.